This data is from Clinical trial toxicity outcomes and FDA approval status for drugs. The task is: Regression/Classification. Given a drug SMILES string, predict its toxicity properties. Task type varies by dataset: regression for continuous values (e.g., LD50, hERG inhibition percentage) or binary classification for toxic/non-toxic outcomes (e.g., AMES mutagenicity, cardiotoxicity, hepatotoxicity). Dataset: clintox. (1) The molecule is Cc1ccnc([N-]S(=O)(=O)c2ccc(N)cc2)n1. The result is 0 (passed clinical trial). (2) The molecule is O=C1CN=C(c2ccccc2)c2cc(Cl)ccc2N1CC1CC1. The result is 0 (passed clinical trial). (3) The result is 0 (passed clinical trial). The drug is CC(C)([NH3+])Cc1ccc(Cl)cc1. (4) The compound is O=[N+]([O-])O[C@@H]1CO[C@@H]2[C@@H](O)CO[C@H]12. The result is 0 (passed clinical trial). (5) The molecule is O=c1[nH]cc(N(CCCl)CCCl)c(=O)[nH]1. The result is 0 (passed clinical trial). (6) The compound is CO[C@H]1C[C@H]2OC[C@@]2(OC(C)=O)[C@H]2[C@H](OC(=O)c3ccccc3)[C@]3(O)C[C@H](OC(=O)[C@H](O)[C@@H](NC(=O)OC(C)(C)C)c4ccccc4)C(C)=C([C@@H](OC)C(=O)[C@]12C)C3(C)C. The result is 0 (passed clinical trial). (7) The drug is CCCCC[C@H](O)/C=C/[C@H]1[C@H](O)CC(=O)[C@@H]1CCCCCCC(=O)[O-]. The result is 0 (passed clinical trial). (8) The drug is CC(=O)OCC1=C(C(=O)[O-])N2C(=O)[C@@H](NC(=O)CSc3ccncc3)[C@H]2SC1. The result is 0 (passed clinical trial).